Dataset: Forward reaction prediction with 1.9M reactions from USPTO patents (1976-2016). Task: Predict the product of the given reaction. (1) Given the reactants CCOC(/N=N/C(OCC)=O)=O.[CH:13]([C:16]1[CH:20]=[C:19]([C:21]2[CH:26]=[CH:25][C:24]([OH:27])=[CH:23][CH:22]=2)[N:18]([C:28]2[CH:33]=[CH:32][C:31]([O:34][CH3:35])=[CH:30][CH:29]=2)[N:17]=1)([CH3:15])[CH3:14].[C:36]([O:40][C:41]([NH:43][CH2:44][CH2:45]O)=[O:42])([CH3:39])([CH3:38])[CH3:37].C1(P(C2C=CC=CC=2)C2C=CC=CC=2)C=CC=CC=1, predict the reaction product. The product is: [CH:13]([C:16]1[CH:20]=[C:19]([C:21]2[CH:22]=[CH:23][C:24]([O:27][CH2:45][CH2:44][NH:43][C:41](=[O:42])[O:40][C:36]([CH3:39])([CH3:38])[CH3:37])=[CH:25][CH:26]=2)[N:18]([C:28]2[CH:29]=[CH:30][C:31]([O:34][CH3:35])=[CH:32][CH:33]=2)[N:17]=1)([CH3:15])[CH3:14]. (2) Given the reactants N(C(OCC)=O)=[N:2][C:3]([O:5]CC)=O.OC1(CCCO)CCN([C:20]([O:22][C:23]([CH3:26])([CH3:25])[CH3:24])=[O:21])CC1.[C:44]1(P([C:44]2[CH:49]=[CH:48][CH:47]=[CH:46][CH:45]=2)[C:44]2[CH:49]=[CH:48][CH:47]=[CH:46][CH:45]=2)[CH:49]=[CH:48][CH:47]=[CH:46][CH:45]=1.O1CCC[CH2:51]1, predict the reaction product. The product is: [O:5]1[C:47]2([CH2:48][CH2:49][CH:44]([C:20]([O:22][C:23]([CH3:24])([CH3:25])[CH3:26])=[O:21])[CH2:45][CH2:46]2)[CH2:51][NH:2][CH2:3]1. (3) Given the reactants [O:1]1[C:7]2[CH:8]=[CH:9][C:10]([C:12]3[CH:17]=[CH:16][C:15]([C:18]4[N:19]([C:23]([O:25][CH2:26][CH:27]([CH3:29])[CH3:28])=[O:24])[CH:20]=[CH:21][N:22]=4)=[CH:14][CH:13]=3)=[CH:11][C:6]=2[CH2:5][NH:4][CH2:3][CH2:2]1.C(N(C(C)C)CC)(C)C.[F:39][C:40]1[CH:45]=[CH:44][C:43]([CH:46]2[CH2:51][C:50](=[O:52])[CH2:49][CH2:48][N:47]2[C:53](Cl)=[O:54])=[CH:42][CH:41]=1, predict the reaction product. The product is: [F:39][C:40]1[CH:45]=[CH:44][C:43]([CH:46]2[CH2:51][C:50](=[O:52])[CH2:49][CH2:48][N:47]2[C:53]([N:4]2[CH2:5][C:6]3[CH:11]=[C:10]([C:12]4[CH:13]=[CH:14][C:15]([C:18]5[N:19]([C:23]([O:25][CH2:26][CH:27]([CH3:29])[CH3:28])=[O:24])[CH:20]=[CH:21][N:22]=5)=[CH:16][CH:17]=4)[CH:9]=[CH:8][C:7]=3[O:1][CH2:2][CH2:3]2)=[O:54])=[CH:42][CH:41]=1. (4) Given the reactants OC(C(F)(F)F)=O.[O:8]1[CH2:13][CH2:12][N:11]([C:14]2[C:15]3[N:16]([C:20]([CH:35]4[CH2:40][CH2:39][NH:38][CH2:37][CH2:36]4)=[C:21]([C:23]#[C:24][C:25]4[CH:34]=[CH:33][C:32]5[C:27](=[CH:28][CH:29]=[CH:30][CH:31]=5)[N:26]=4)[N:22]=3)[N:17]=[CH:18][CH:19]=2)[CH2:10][CH2:9]1.CCN(C(C)C)C(C)C.Br[CH2:51][C:52]([O:54][C:55]([CH3:58])([CH3:57])[CH3:56])=[O:53], predict the reaction product. The product is: [O:8]1[CH2:13][CH2:12][N:11]([C:14]2[C:15]3[N:16]([C:20]([CH:35]4[CH2:40][CH2:39][N:38]([CH2:51][C:52]([O:54][C:55]([CH3:58])([CH3:57])[CH3:56])=[O:53])[CH2:37][CH2:36]4)=[C:21]([C:23]#[C:24][C:25]4[CH:34]=[CH:33][C:32]5[C:27](=[CH:28][CH:29]=[CH:30][CH:31]=5)[N:26]=4)[N:22]=3)[N:17]=[CH:18][CH:19]=2)[CH2:10][CH2:9]1. (5) Given the reactants [O:1]=[C:2]1[CH:6]=[C:5]([C@H:7]2[CH2:12][CH2:11][N:10](C(OC)=O)[C@@H:9]([C:17]3[CH:22]=[C:21]([F:23])[C:20]([F:24])=[C:19]([F:25])[CH:18]=3)[CH2:8]2)[O:4][NH:3]1.C(O)(=O)C, predict the reaction product. The product is: [F:25][C:19]1[CH:18]=[C:17]([C@H:9]2[CH2:8][C@@H:7]([C:5]3[O:4][NH:3][C:2](=[O:1])[CH:6]=3)[CH2:12][CH2:11][NH:10]2)[CH:22]=[C:21]([F:23])[C:20]=1[F:24]. (6) The product is: [F:1][C:2]1[CH:3]=[C:4]2[CH:9]=[C:10]([CH3:11])[NH:8][C:5]2=[N:6][CH:7]=1. Given the reactants [F:1][C:2]1[CH:3]=[C:4]([C:9]#[C:10][CH3:11])[C:5]([NH2:8])=[N:6][CH:7]=1.CC(C)([O-])C.[K+], predict the reaction product.